Dataset: Full USPTO retrosynthesis dataset with 1.9M reactions from patents (1976-2016). Task: Predict the reactants needed to synthesize the given product. (1) Given the product [CH3:45][S:40]([CH2:27][CH2:26][O:25][C:16]1[CH:15]=[C:14]([C:11]2[N:12]=[C:13]3[C:5]([C:3](=[O:4])[C:2]([CH3:1])([CH3:39])[CH3:38])=[CH:6][N:7]([CH2:30][O:31][CH2:32][CH2:33][Si:34]([CH3:37])([CH3:35])[CH3:36])[C:8]3=[N:9][CH:10]=2)[CH:19]=[C:18]([N:20]2[CH2:24][CH2:23][CH2:22][CH2:21]2)[CH:17]=1)(=[O:43])=[O:41], predict the reactants needed to synthesize it. The reactants are: [CH3:1][C:2]([CH3:39])([CH3:38])[C:3]([C:5]1[C:13]2[C:8](=[N:9][CH:10]=[C:11]([C:14]3[CH:19]=[C:18]([N:20]4[CH2:24][CH2:23][CH2:22][CH2:21]4)[CH:17]=[C:16]([O:25][CH2:26][CH2:27]SC)[CH:15]=3)[N:12]=2)[N:7]([CH2:30][O:31][CH2:32][CH2:33][Si:34]([CH3:37])([CH3:36])[CH3:35])[CH:6]=1)=[O:4].[S:40](=[O:43])(O)[O-:41].[Na+].[CH2:45](Cl)Cl. (2) Given the product [C:25]([NH:2][C@H:3]([C:14]([O:16][CH3:17])=[O:15])[CH2:4][C:5]1[C:13]2[C:8](=[CH:9][CH:10]=[CH:11][CH:12]=2)[NH:7][CH:6]=1)(=[O:29])/[CH:26]=[CH:27]/[CH3:28], predict the reactants needed to synthesize it. The reactants are: Cl.[NH2:2][C@H:3]([C:14]([O:16][CH3:17])=[O:15])[CH2:4][C:5]1[C:13]2[C:8](=[CH:9][CH:10]=[CH:11][CH:12]=2)[NH:7][CH:6]=1.C(N(CC)CC)C.[C:25](O)(=[O:29])/[CH:26]=[CH:27]/[CH3:28].CCN=C=NCCCN(C)C.Cl. (3) Given the product [Br:29][CH2:30][CH2:31][O:21][C:18]1[CH:19]=[CH:20][C:15]([N:14]([C:22]2[CH:27]=[CH:26][C:25]([Cl:28])=[CH:24][CH:23]=2)[C:11]2[CH:12]=[CH:13][C:8]([Cl:7])=[CH:9][CH:10]=2)=[CH:16][CH:17]=1, predict the reactants needed to synthesize it. The reactants are: C(=O)([O-])[O-].[Cs+].[Cs+].[Cl:7][C:8]1[CH:13]=[CH:12][C:11]([N:14]([C:22]2[CH:27]=[CH:26][C:25]([Cl:28])=[CH:24][CH:23]=2)[C:15]2[CH:20]=[CH:19][C:18]([OH:21])=[CH:17][CH:16]=2)=[CH:10][CH:9]=1.[Br:29][CH2:30][CH2:31]Br.O. (4) The reactants are: F[C:2]1[CH:7]=[CH:6][C:5]([S:8]([NH:11][CH2:12][C:13]([F:16])([F:15])[F:14])(=[O:10])=[O:9])=[CH:4][C:3]=1[N+:17]([O-:19])=[O:18].C([O-])([O-])=O.[K+].[K+].[CH2:26]([SH:28])[CH3:27].O. Given the product [CH2:26]([S:28][C:2]1[CH:7]=[CH:6][C:5]([S:8]([NH:11][CH2:12][C:13]([F:16])([F:15])[F:14])(=[O:10])=[O:9])=[CH:4][C:3]=1[N+:17]([O-:19])=[O:18])[CH3:27], predict the reactants needed to synthesize it. (5) The reactants are: [F:1][C:2]1[N:7]=[C:6]([C:8]2[N:28]=[C:11]3[CH:12]=[C:13]([NH:16][C:17]([C:19]4[N:23]([CH3:24])[N:22]=[CH:21][C:20]=4[C:25](O)=[O:26])=[O:18])[CH:14]=[CH:15][N:10]3[N:9]=2)[CH:5]=[CH:4][CH:3]=1.[NH:29]1[CH2:32][CH2:31][CH2:30]1. Given the product [F:1][C:2]1[N:7]=[C:6]([C:8]2[N:28]=[C:11]3[CH:12]=[C:13]([NH:16][C:17]([C:19]4[N:23]([CH3:24])[N:22]=[CH:21][C:20]=4[C:25]([N:29]4[CH2:32][CH2:31][CH2:30]4)=[O:26])=[O:18])[CH:14]=[CH:15][N:10]3[N:9]=2)[CH:5]=[CH:4][CH:3]=1, predict the reactants needed to synthesize it. (6) Given the product [C:46]([C:43]1[CH:44]=[CH:45][C:40]([CH2:39][CH2:38][C:35]2[CH:34]=[CH:33][C:32]([NH:31][C:30]([C:29]3[C:28]4[CH2:51][CH2:52][CH2:53][CH2:54][C:27]=4[S:26][C:25]=3[NH:24][C:23]([C:19]3[CH:18]=[C:17]([S:14]([N:3]([CH2:1][CH3:2])[C:4]4[CH:5]=[CH:6][C:7]([C:8]([OH:10])=[O:9])=[CH:12][CH:13]=4)(=[O:15])=[O:16])[CH:22]=[CH:21][CH:20]=3)=[O:55])=[O:50])=[CH:37][CH:36]=2)=[CH:41][CH:42]=1)([OH:48])=[O:47], predict the reactants needed to synthesize it. The reactants are: [CH2:1]([N:3]([S:14]([C:17]1[CH:22]=[CH:21][CH:20]=[C:19]([C:23](=[O:55])[NH:24][C:25]2[S:26][C:27]3[CH2:54][CH2:53][CH2:52][CH2:51][C:28]=3[C:29]=2[C:30](=[O:50])[NH:31][C:32]2[CH:37]=[CH:36][C:35]([CH2:38][CH2:39][C:40]3[CH:45]=[CH:44][C:43]([C:46]([O:48]C)=[O:47])=[CH:42][CH:41]=3)=[CH:34][CH:33]=2)[CH:18]=1)(=[O:16])=[O:15])[C:4]1[CH:13]=[CH:12][C:7]([C:8]([O:10]C)=[O:9])=[CH:6][CH:5]=1)[CH3:2].[OH-].[Na+].